From a dataset of NCI-60 drug combinations with 297,098 pairs across 59 cell lines. Regression. Given two drug SMILES strings and cell line genomic features, predict the synergy score measuring deviation from expected non-interaction effect. Drug 1: C1CCC(CC1)NC(=O)N(CCCl)N=O. Drug 2: C1CC(=O)NC(=O)C1N2C(=O)C3=CC=CC=C3C2=O. Cell line: DU-145. Synergy scores: CSS=6.85, Synergy_ZIP=-1.78, Synergy_Bliss=-0.633, Synergy_Loewe=-2.86, Synergy_HSA=-1.91.